Dataset: Reaction yield outcomes from USPTO patents with 853,638 reactions. Task: Predict the reaction yield, written as a fraction of the theoretical maximum amount of product (1.0 means a 100% yield; for example, 0.34 means a 34% yield). (1) The reactants are [CH:1]1([C@@H:7]2[NH:12][C:11](=[O:13])[C@H:10]([CH2:14][CH:15]([CH3:17])[CH3:16])[NH:9][CH2:8]2)[CH2:6][CH2:5][CH2:4][CH2:3][CH2:2]1.[Cl:18][C:19]1[CH:24]=[CH:23][C:22]([C:25]2[O:29][N:28]=[C:27]([C:30](O)=[O:31])[CH:26]=2)=[CH:21][C:20]=1[F:33].C([C@@H]1N(C(=O)/C=C/C2C=CC=CC=2)C[C@H](CC(C)C)NC1=O)C(C)C. No catalyst specified. The product is [Cl:18][C:19]1[CH:24]=[CH:23][C:22]([C:25]2[O:29][N:28]=[C:27]([C:30]([N:9]3[CH2:8][C@H:7]([CH:1]4[CH2:2][CH2:3][CH2:4][CH2:5][CH2:6]4)[NH:12][C:11](=[O:13])[C@@H:10]3[CH2:14][CH:15]([CH3:17])[CH3:16])=[O:31])[CH:26]=2)=[CH:21][C:20]=1[F:33]. The yield is 0.322. (2) The reactants are C(O)C.[Cl:4][C:5]1[CH:6]=[C:7]([C:11]2[CH:16]=[C:15]([CH2:17][C:18]3[CH:23]=[CH:22][C:21]([N+:24]([O-])=O)=[CH:20][CH:19]=3)[CH:14]=[CH:13][C:12]=2[O:27][CH3:28])[CH:8]=[CH:9][CH:10]=1. The catalyst is [Fe].O. The product is [Cl:4][C:5]1[CH:6]=[C:7]([C:11]2[C:12]([O:27][CH3:28])=[CH:13][CH:14]=[C:15]([CH2:17][C:18]3[CH:19]=[CH:20][C:21]([NH2:24])=[CH:22][CH:23]=3)[CH:16]=2)[CH:8]=[CH:9][CH:10]=1. The yield is 0.890. (3) The reactants are [Mg].II.Cl[CH2:5][CH2:6][CH2:7][CH2:8][O:9][CH3:10].[CH:11]1([CH2:14][O:15][C:16]2[C:36]([F:37])=[CH:35][CH:34]=[CH:33][C:17]=2[C:18]([C@@H:20]2[CH2:25][CH2:24][CH2:23][N:22]([C:26]([O:28][C:29]([CH3:32])([CH3:31])[CH3:30])=[O:27])[CH2:21]2)=[O:19])[CH2:13][CH2:12]1. The catalyst is C1COCC1. The product is [CH:11]1([CH2:14][O:15][C:16]2[C:36]([F:37])=[CH:35][CH:34]=[CH:33][C:17]=2[C@:18]([C@@H:20]2[CH2:25][CH2:24][CH2:23][N:22]([C:26]([O:28][C:29]([CH3:31])([CH3:32])[CH3:30])=[O:27])[CH2:21]2)([OH:19])[CH2:5][CH2:6][CH2:7][CH2:8][O:9][CH3:10])[CH2:12][CH2:13]1. The yield is 0.910.